From a dataset of Catalyst prediction with 721,799 reactions and 888 catalyst types from USPTO. Predict which catalyst facilitates the given reaction. Reactant: [CH2:1]([O:3][C:4](=[O:14])[C:5]1[CH:10]=[C:9]([Cl:11])[N:8]=[C:7]([Cl:12])[C:6]=1[CH3:13])[CH3:2].C(O)(=O)C.[Br:19]N1C(=O)CCC1=O.C(OOC(=O)C1C=CC=CC=1)(=O)C1C=CC=CC=1. Product: [CH2:1]([O:3][C:4](=[O:14])[C:5]1[CH:10]=[C:9]([Cl:11])[N:8]=[C:7]([Cl:12])[C:6]=1[CH2:13][Br:19])[CH3:2]. The catalyst class is: 53.